This data is from Forward reaction prediction with 1.9M reactions from USPTO patents (1976-2016). The task is: Predict the product of the given reaction. (1) Given the reactants [Br:1][C:2]1[CH:3]=[C:4]2[C:9](=[C:10]([CH3:12])[CH:11]=1)[N:8]=[C:7]([C:13]1[CH:14]=[N:15][CH:16]=[CH:17][CH:18]=1)[N:6]=[C:5]2Cl.CN.C[CH2:23][N:24](CC)CC, predict the reaction product. The product is: [Br:1][C:2]1[CH:3]=[C:4]2[C:9](=[C:10]([CH3:12])[CH:11]=1)[N:8]=[C:7]([C:13]1[CH:14]=[N:15][CH:16]=[CH:17][CH:18]=1)[N:6]=[C:5]2[NH:24][CH3:23]. (2) Given the reactants [C:1]1([CH2:7][CH2:8][C:9]([OH:11])=[O:10])[CH2:6][CH2:5][CH2:4][CH2:3][CH:2]=1.CO.OS(O)(=O)=O.[C:19]([O-])([O-])=O.[Na+].[Na+], predict the reaction product. The product is: [C:1]1([CH2:7][CH2:8][C:9]([O:11][CH3:19])=[O:10])[CH2:6][CH2:5][CH2:4][CH2:3][CH:2]=1. (3) Given the reactants [N:1]1[C:10]2[CH:9]([NH:11][CH2:12][CH2:13][CH2:14][CH2:15][NH:16]C(=O)OC(C)(C)C)[CH2:8][CH2:7][CH2:6][C:5]=2[CH:4]=[CH:3][CH:2]=1.[F:24][C:25]1[N:30]2[CH:31]=[C:32]([CH:34]=O)[N:33]=[C:29]2[CH:28]=[CH:27][CH:26]=1, predict the reaction product. The product is: [F:24][C:25]1[N:30]2[CH:31]=[C:32]([CH2:34][N:11]([CH:9]3[C:10]4[N:1]=[CH:2][CH:3]=[CH:4][C:5]=4[CH2:6][CH2:7][CH2:8]3)[CH2:12][CH2:13][CH2:14][CH2:15][NH2:16])[N:33]=[C:29]2[CH:28]=[CH:27][CH:26]=1. (4) The product is: [C:1]([C:5]1[N:10]=[CH:9][C:8]([C:11]2[N:12]([C:32]([N:34]3[CH2:39][CH2:38][CH:37]([CH2:40][C:41]([NH:47][C:48]4[CH:49]=[N:50][CH:51]=[CH:52][CH:53]=4)=[O:42])[CH2:36][CH2:35]3)=[O:33])[C@@:13]([C:25]3[CH:30]=[CH:29][C:28]([Cl:31])=[CH:27][CH:26]=3)([CH3:24])[C@@:14]([C:17]3[CH:22]=[CH:21][C:20]([Cl:23])=[CH:19][CH:18]=3)([CH3:16])[N:15]=2)=[C:7]([O:44][CH2:45][CH3:46])[CH:6]=1)([CH3:4])([CH3:2])[CH3:3]. Given the reactants [C:1]([C:5]1[N:10]=[CH:9][C:8]([C:11]2[N:12]([C:32]([N:34]3[CH2:39][CH2:38][CH:37]([CH2:40][C:41](O)=[O:42])[CH2:36][CH2:35]3)=[O:33])[C@@:13]([C:25]3[CH:30]=[CH:29][C:28]([Cl:31])=[CH:27][CH:26]=3)([CH3:24])[C@@:14]([C:17]3[CH:22]=[CH:21][C:20]([Cl:23])=[CH:19][CH:18]=3)([CH3:16])[N:15]=2)=[C:7]([O:44][CH2:45][CH3:46])[CH:6]=1)([CH3:4])([CH3:3])[CH3:2].[NH2:47][C:48]1[CH:49]=[N:50][CH:51]=[CH:52][CH:53]=1, predict the reaction product. (5) Given the reactants [CH3:1][C@@H:2]1[CH2:6][CH2:5][CH2:4][NH:3]1.C(=O)([O-])[O-].[Cs+].[Cs+].Cl[CH2:14][CH2:15][O:16][C:17]1[CH:22]=[CH:21][C:20]([I:23])=[CH:19][CH:18]=1, predict the reaction product. The product is: [I:23][C:20]1[CH:21]=[CH:22][C:17]([O:16][CH2:15][CH2:14][N:3]2[CH2:4][CH2:5][CH2:6][C@H:2]2[CH3:1])=[CH:18][CH:19]=1. (6) Given the reactants [N:1]1[C:6]2[CH2:7][CH2:8][N:9]([CH2:11][CH2:12][CH2:13][CH2:14][O:15][C:16]3[CH:25]=[C:24]4[C:19]([CH2:20][CH2:21][C:22](=[O:26])[NH:23]4)=[CH:18][CH:17]=3)[CH2:10][C:5]=2C=N[CH:2]=1.N1C2CCNCC=2[S:29]C=1, predict the reaction product. The product is: [N:1]1[C:6]2[CH2:7][CH2:8][N:9]([CH2:11][CH2:12][CH2:13][CH2:14][O:15][C:16]3[CH:25]=[C:24]4[C:19]([CH2:20][CH2:21][C:22](=[O:26])[NH:23]4)=[CH:18][CH:17]=3)[CH2:10][C:5]=2[S:29][CH:2]=1.